Dataset: Catalyst prediction with 721,799 reactions and 888 catalyst types from USPTO. Task: Predict which catalyst facilitates the given reaction. (1) Reactant: Br[C:2]1[CH:3]=[C:4]([Cl:8])[N:5]=[N:6][CH:7]=1.[CH3:9][C:10]1[N:15]=[CH:14][C:13]([NH:16][C:17](=[O:28])[C:18]2[CH:23]=[CH:22][CH:21]=[C:20]([C:24]([F:27])([F:26])[F:25])[CH:19]=2)=[CH:12][C:11]=1B1OC(C)(C)C(C)(C)O1.C(=O)([O-])[O-].[Na+].[Na+]. Product: [Cl:8][C:4]1[N:5]=[N:6][CH:7]=[C:2]([C:11]2[CH:12]=[C:13]([NH:16][C:17](=[O:28])[C:18]3[CH:23]=[CH:22][CH:21]=[C:20]([C:24]([F:25])([F:27])[F:26])[CH:19]=3)[CH:14]=[N:15][C:10]=2[CH3:9])[CH:3]=1. The catalyst class is: 438. (2) Reactant: ClC([O:4][CH2:5][CH3:6])=O.[CH2:7]([N:14]([CH2:27][C:28]1[CH:33]=[CH:32][CH:31]=[CH:30][CH:29]=1)[C:15]1[CH:16]=[C:17](/[CH:22]=[CH:23]/C(O)=O)C=[C:19]([F:21])[CH:20]=1)[C:8]1[CH:13]=[CH:12][CH:11]=[CH:10][CH:9]=1.C([N:36](CC)CC)C.[N-]=[N+]=[N-].[Na+]. Product: [CH2:7]([N:14]([CH2:27][C:28]1[CH:33]=[CH:32][CH:31]=[CH:30][CH:29]=1)[C:15]1[CH:16]=[C:17]2[C:6](=[C:19]([F:21])[CH:20]=1)[C:5](=[O:4])[NH:36][CH:23]=[CH:22]2)[C:8]1[CH:13]=[CH:12][CH:11]=[CH:10][CH:9]=1. The catalyst class is: 95. (3) Reactant: [Si]([O:8][CH2:9][C:10]1[N:11]([CH3:44])[C:12]2[C:25]([CH:26]=1)=[CH:24][C:23]1[C:22]3[N:21]([CH2:27][C:28]4[CH:33]=[CH:32][C:31]([O:34][CH3:35])=[CH:30][C:29]=4[O:36][CH3:37])[C:20](=[O:38])[C:19]([C:39]([O:41][CH3:42])=[O:40])=[C:18]([OH:43])[C:17]=3[CH2:16][CH2:15][C:14]=1[CH:13]=2)(C(C)(C)C)(C)C.CCCC[N+](CCCC)(CCCC)CCCC.[F-]. Product: [CH3:37][O:36][C:29]1[CH:30]=[C:31]([O:34][CH3:35])[CH:32]=[CH:33][C:28]=1[CH2:27][N:21]1[C:22]2[C:23]3[CH:24]=[C:25]4[C:12](=[CH:13][C:14]=3[CH2:15][CH2:16][C:17]=2[C:18]([OH:43])=[C:19]([C:39]([O:41][CH3:42])=[O:40])[C:20]1=[O:38])[N:11]([CH3:44])[C:10]([CH2:9][OH:8])=[CH:26]4. The catalyst class is: 1. (4) Reactant: NC1C=CNN=1.O/[CH:8]=[C:9]1\[C:10](=[O:18])[NH:11][C:12]2[C:17]\1=[CH:16][CH:15]=[CH:14][CH:13]=2.[Br:19][C:20]1[C:21]([NH2:25])=[N:22][NH:23][CH:24]=1. Product: [Br:19][C:20]1[C:21]([NH:25][CH:8]=[C:9]2[C:17]3[C:12](=[CH:13][CH:14]=[CH:15][CH:16]=3)[NH:11][C:10]2=[O:18])=[N:22][NH:23][CH:24]=1. The catalyst class is: 7.